Predict the reactants needed to synthesize the given product. From a dataset of Retrosynthesis with 50K atom-mapped reactions and 10 reaction types from USPTO. Given the product CCCCCCCCCCCCCCCCNc1ccc(CCO)cc1, predict the reactants needed to synthesize it. The reactants are: CCCCCCCCCCCCCCCCNc1ccc(CC(=O)OCC)cc1.